From a dataset of Full USPTO retrosynthesis dataset with 1.9M reactions from patents (1976-2016). Predict the reactants needed to synthesize the given product. (1) Given the product [CH2:10]([NH:16][C:2]1[CH:3]=[C:4]([CH3:9])[CH:5]=[C:6]([CH3:8])[CH:7]=1)[CH2:11][CH2:12][CH2:13][CH2:14][CH3:15], predict the reactants needed to synthesize it. The reactants are: Br[C:2]1[CH:3]=[C:4]([CH3:9])[CH:5]=[C:6]([CH3:8])[CH:7]=1.[CH2:10]([NH2:16])[CH2:11][CH2:12][CH2:13][CH2:14][CH3:15]. (2) Given the product [CH2:1]([O:8][C:9]([N:11]1[CH:15]([C:16](=[O:35])[NH:17][C:18]2[S:19][CH:20]=[C:21]([C:23]3[CH:24]=[CH:25][C:26]([C:29](=[O:34])[NH:30][CH:31]4[CH2:32][CH2:33]4)=[CH:27][CH:28]=3)[N:22]=2)[CH2:14][S:13][CH:12]1[CH2:36][CH2:37][CH2:38][CH2:39][C:40]([N:43]1[CH2:48][CH2:47][O:46][CH2:45][CH2:44]1)=[O:42])=[O:10])[C:2]1[CH:7]=[CH:6][CH:5]=[CH:4][CH:3]=1, predict the reactants needed to synthesize it. The reactants are: [CH2:1]([O:8][C:9]([N:11]1[CH:15]([C:16](=[O:35])[NH:17][C:18]2[S:19][CH:20]=[C:21]([C:23]3[CH:28]=[CH:27][C:26]([C:29](=[O:34])[NH:30][CH:31]4[CH2:33][CH2:32]4)=[CH:25][CH:24]=3)[N:22]=2)[CH2:14][S:13][CH:12]1[CH2:36][CH2:37][CH2:38][CH2:39][C:40]([OH:42])=O)=[O:10])[C:2]1[CH:7]=[CH:6][CH:5]=[CH:4][CH:3]=1.[NH:43]1[CH2:48][CH2:47][O:46][CH2:45][CH2:44]1. (3) The reactants are: [C:1]([O:5][C:6](=[O:26])[NH:7][C:8]1[CH:13]=[C:12]([O:14][C:15]2[N:20]=[C:19]3[S:21][C:22]([NH2:24])=[N:23][C:18]3=[CH:17][CH:16]=2)[CH:11]=[CH:10][C:9]=1[F:25])([CH3:4])([CH3:3])[CH3:2].[C:27](Cl)(=[O:29])[CH3:28].O. Given the product [C:1]([O:5][C:6](=[O:26])[NH:7][C:8]1[CH:13]=[C:12]([O:14][C:15]2[N:20]=[C:19]3[S:21][C:22]([NH:24][C:27](=[O:29])[CH3:28])=[N:23][C:18]3=[CH:17][CH:16]=2)[CH:11]=[CH:10][C:9]=1[F:25])([CH3:4])([CH3:2])[CH3:3], predict the reactants needed to synthesize it. (4) Given the product [CH3:45][C:15]1[CH:10]=[CH:11][C:12]([S:16]([NH:32][C@H:26]([CH2:25][C:24]#[CH:29])[C:27]([NH2:28])=[O:23])(=[O:17])=[O:18])=[CH:13][CH:14]=1, predict the reactants needed to synthesize it. The reactants are: C([O-])([O-])=O.[Na+].[Na+].Cl.FC(F)(F)[C:10]1[CH:11]=[C:12]([S:16](Cl)(=[O:18])=[O:17])[CH:13]=[CH:14][CH:15]=1.[Li+].[OH-:23].[CH:24]1[CH:29]=[N:28][C:27]2N(O)N=[N:32][C:26]=2[CH:25]=1.CCN(C(C)C)C(C)C.[NH4+].[Cl-].[CH3:45]O.